Task: Binary Classification. Given a T-cell receptor sequence (or CDR3 region) and an epitope sequence, predict whether binding occurs between them.. Dataset: TCR-epitope binding with 47,182 pairs between 192 epitopes and 23,139 TCRs (1) The epitope is LLLGIGILV. The TCR CDR3 sequence is CATREPNTGELFF. Result: 0 (the TCR does not bind to the epitope). (2) The epitope is IPRRNVATL. The TCR CDR3 sequence is CASSQGGAWQADSYEQYF. Result: 0 (the TCR does not bind to the epitope). (3) The epitope is GILGFVFTL. The TCR CDR3 sequence is CASSIGHYSGNTIYF. Result: 1 (the TCR binds to the epitope). (4) The epitope is WICLLQFAY. The TCR CDR3 sequence is CASSLDNTAYEQYF. Result: 1 (the TCR binds to the epitope).